From a dataset of Peptide-MHC class II binding affinity with 134,281 pairs from IEDB. Regression. Given a peptide amino acid sequence and an MHC pseudo amino acid sequence, predict their binding affinity value. This is MHC class II binding data. (1) The peptide sequence is QGVADAYITLVTLPK. The MHC is HLA-DQA10102-DQB10602 with pseudo-sequence HLA-DQA10102-DQB10602. The binding affinity (normalized) is 0.214. (2) The peptide sequence is EKKYCAATQFEPLAA. The MHC is DRB1_0701 with pseudo-sequence DRB1_0701. The binding affinity (normalized) is 0.461.